Predict the reactants needed to synthesize the given product. From a dataset of Full USPTO retrosynthesis dataset with 1.9M reactions from patents (1976-2016). (1) Given the product [N+:2]([C:5]1[CH:6]=[C:7]([CH:11]=[CH:12][C:13]=1[C:14]([F:15])([F:16])[F:17])[CH2:8][NH2:10])([O-:4])=[O:3], predict the reactants needed to synthesize it. The reactants are: B.[N+:2]([C:5]1[CH:6]=[C:7]([CH:11]=[CH:12][C:13]=1[C:14]([F:17])([F:16])[F:15])[C:8]([NH2:10])=O)([O-:4])=[O:3].CO. (2) Given the product [CH3:19][N:16]1[C:17]2[C:13](=[CH:12][CH:11]=[C:10]([C:7]3[CH:6]=[CH:5][C:4]([O:3][C:2]([F:1])([F:26])[F:27])=[CH:9][CH:8]=3)[CH:18]=2)[C:14]([C:20](=[O:25])[C:21]([OH:23])=[O:22])=[CH:15]1, predict the reactants needed to synthesize it. The reactants are: [F:1][C:2]([F:27])([F:26])[O:3][C:4]1[CH:9]=[CH:8][C:7]([C:10]2[CH:18]=[C:17]3[C:13]([C:14]([C:20](=[O:25])[C:21]([O:23]C)=[O:22])=[CH:15][N:16]3[CH3:19])=[CH:12][CH:11]=2)=[CH:6][CH:5]=1.[OH-].[Na+].O.Cl. (3) Given the product [N:3]([CH2:6][C@H:7]1[CH2:8][CH2:9][C:10](=[O:12])[N:11]1[CH2:14][CH2:15][CH2:16][NH:17][C:18](=[O:24])[O:19][C:20]([CH3:23])([CH3:22])[CH3:21])=[N+:4]=[N-:5], predict the reactants needed to synthesize it. The reactants are: [H-].[Na+].[N:3]([CH2:6][C@@H:7]1[NH:11][C:10](=[O:12])[CH2:9][CH2:8]1)=[N+:4]=[N-:5].Br[CH2:14][CH2:15][CH2:16][NH:17][C:18](=[O:24])[O:19][C:20]([CH3:23])([CH3:22])[CH3:21]. (4) Given the product [CH3:1][O:2][C:3]1[CH:8]=[C:7]([C:9]2[C:17]3[C:12](=[CH:13][CH:14]=[C:15]([NH2:18])[CH:16]=3)[N:11]([C:21]([C:22]3[CH:27]=[CH:26][CH:25]=[CH:24][CH:23]=3)([C:34]3[CH:35]=[CH:36][CH:37]=[CH:38][CH:39]=3)[C:28]3[CH:33]=[CH:32][CH:31]=[CH:30][CH:29]=3)[N:10]=2)[CH:6]=[CH:5][N:4]=1, predict the reactants needed to synthesize it. The reactants are: [CH3:1][O:2][C:3]1[CH:8]=[C:7]([C:9]2[C:17]3[C:12](=[CH:13][CH:14]=[C:15]([N+:18]([O-])=O)[CH:16]=3)[N:11]([C:21]([C:34]3[CH:39]=[CH:38][CH:37]=[CH:36][CH:35]=3)([C:28]3[CH:33]=[CH:32][CH:31]=[CH:30][CH:29]=3)[C:22]3[CH:27]=[CH:26][CH:25]=[CH:24][CH:23]=3)[N:10]=2)[CH:6]=[CH:5][N:4]=1. (5) Given the product [O:21]=[C:12]1[C:13]2[C:18](=[CH:17][CH:16]=[CH:15][CH:14]=2)[C:19](=[O:20])[N:11]1[CH2:10][CH2:9][CH2:8][C:4]1[CH:3]=[C:2]([NH:1][S:28]([C:22]2[CH:27]=[CH:26][CH:25]=[CH:24][CH:23]=2)(=[O:30])=[O:29])[CH:7]=[CH:6][CH:5]=1, predict the reactants needed to synthesize it. The reactants are: [NH2:1][C:2]1[CH:3]=[C:4]([CH2:8][CH2:9][CH2:10][N:11]2[C:19](=[O:20])[C:18]3[C:13](=[CH:14][CH:15]=[CH:16][CH:17]=3)[C:12]2=[O:21])[CH:5]=[CH:6][CH:7]=1.[C:22]1([S:28](Cl)(=[O:30])=[O:29])[CH:27]=[CH:26][CH:25]=[CH:24][CH:23]=1. (6) Given the product [C:1]([O:4][CH2:5][C:6]([C@:8]1([O:29][C:30](=[O:32])[CH3:31])[C@:24]2([CH3:25])[C@H:11]([C@H:12]3[C@H:21]([CH:22]([OH:26])[CH2:23]2)[C@:20]2([CH3:27])[C:15](=[CH:16][C:17](=[O:28])[CH:18]=[CH:19]2)[CH2:14][CH2:13]3)[CH2:10][CH2:9]1)=[O:7])(=[O:3])[CH3:2], predict the reactants needed to synthesize it. The reactants are: [C:1]([O:4][CH2:5][C:6]([C@:8]1([O:29][C:30](=[O:32])[CH3:31])[C@:24]2([CH3:25])[C@H:11]([C@H:12]3[C@H:21]([C:22](=[O:26])[CH2:23]2)[C@:20]2([CH3:27])[C:15](=[CH:16][C:17](=[O:28])[CH:18]=[CH:19]2)[CH2:14][CH2:13]3)[CH2:10][CH2:9]1)=[O:7])(=[O:3])[CH3:2].[BH4-].[Na+]. (7) Given the product [I:18][C:15]1[CH:16]=[CH:17][C:12]2[NH:11][C:10](=[O:26])[N:9]([CH:8]([C:27]3[CH:28]=[CH:29][CH:30]=[CH:31][CH:32]=3)[C:6]([OH:7])=[O:5])[C:13]=2[CH:14]=1, predict the reactants needed to synthesize it. The reactants are: C([O:5][C:6]([CH:8]([C:27]1[CH:32]=[CH:31][CH:30]=[CH:29][CH:28]=1)[N:9]1[C:13]2[CH:14]=[C:15]([I:18])[CH:16]=[CH:17][C:12]=2[N:11](C(OC(C)(C)C)=O)[C:10]1=[O:26])=[O:7])(C)(C)C.FC(F)(F)C(O)=O.